This data is from NCI-60 drug combinations with 297,098 pairs across 59 cell lines. The task is: Regression. Given two drug SMILES strings and cell line genomic features, predict the synergy score measuring deviation from expected non-interaction effect. (1) Drug 1: C1=CC=C(C(=C1)C(C2=CC=C(C=C2)Cl)C(Cl)Cl)Cl. Drug 2: CCN(CC)CCCC(C)NC1=C2C=C(C=CC2=NC3=C1C=CC(=C3)Cl)OC. Cell line: NCI/ADR-RES. Synergy scores: CSS=17.0, Synergy_ZIP=-10.9, Synergy_Bliss=-7.27, Synergy_Loewe=-4.90, Synergy_HSA=-4.07. (2) Cell line: COLO 205. Synergy scores: CSS=47.2, Synergy_ZIP=-4.12, Synergy_Bliss=-3.95, Synergy_Loewe=-43.5, Synergy_HSA=-4.71. Drug 1: CN1C2=C(C=C(C=C2)N(CCCl)CCCl)N=C1CCCC(=O)O.Cl. Drug 2: CC1C(C(CC(O1)OC2CC(CC3=C2C(=C4C(=C3O)C(=O)C5=C(C4=O)C(=CC=C5)OC)O)(C(=O)CO)O)N)O.Cl. (3) Drug 1: C1CCC(C1)C(CC#N)N2C=C(C=N2)C3=C4C=CNC4=NC=N3. Drug 2: C1=CC(=CC=C1CCCC(=O)O)N(CCCl)CCCl. Cell line: DU-145. Synergy scores: CSS=54.4, Synergy_ZIP=3.33, Synergy_Bliss=6.39, Synergy_Loewe=6.11, Synergy_HSA=7.62. (4) Drug 1: CC(C1=C(C=CC(=C1Cl)F)Cl)OC2=C(N=CC(=C2)C3=CN(N=C3)C4CCNCC4)N. Drug 2: CC1=C2C(C(=O)C3(C(CC4C(C3C(C(C2(C)C)(CC1OC(=O)C(C(C5=CC=CC=C5)NC(=O)C6=CC=CC=C6)O)O)OC(=O)C7=CC=CC=C7)(CO4)OC(=O)C)O)C)OC(=O)C. Cell line: HT29. Synergy scores: CSS=67.1, Synergy_ZIP=11.9, Synergy_Bliss=10.8, Synergy_Loewe=-5.45, Synergy_HSA=10.9. (5) Synergy scores: CSS=40.3, Synergy_ZIP=3.65, Synergy_Bliss=5.17, Synergy_Loewe=10.4, Synergy_HSA=11.2. Drug 2: C1=C(C(=O)NC(=O)N1)F. Cell line: SK-MEL-28. Drug 1: COC1=C(C=C2C(=C1)N=CN=C2NC3=CC(=C(C=C3)F)Cl)OCCCN4CCOCC4. (6) Drug 1: C1C(C(OC1N2C=C(C(=O)NC2=O)F)CO)O. Drug 2: CCC1(CC2CC(C3=C(CCN(C2)C1)C4=CC=CC=C4N3)(C5=C(C=C6C(=C5)C78CCN9C7C(C=CC9)(C(C(C8N6C=O)(C(=O)OC)O)OC(=O)C)CC)OC)C(=O)OC)O.OS(=O)(=O)O. Cell line: OVCAR-5. Synergy scores: CSS=31.3, Synergy_ZIP=0.134, Synergy_Bliss=0.784, Synergy_Loewe=4.17, Synergy_HSA=4.32. (7) Drug 1: CC12CCC3C(C1CCC2O)C(CC4=C3C=CC(=C4)O)CCCCCCCCCS(=O)CCCC(C(F)(F)F)(F)F. Drug 2: C(CN)CNCCSP(=O)(O)O. Cell line: M14. Synergy scores: CSS=-6.31, Synergy_ZIP=3.16, Synergy_Bliss=-1.45, Synergy_Loewe=-7.32, Synergy_HSA=-7.41. (8) Drug 1: C1=NC2=C(N1)C(=S)N=C(N2)N. Drug 2: CCCS(=O)(=O)NC1=C(C(=C(C=C1)F)C(=O)C2=CNC3=C2C=C(C=N3)C4=CC=C(C=C4)Cl)F. Cell line: MDA-MB-435. Synergy scores: CSS=28.1, Synergy_ZIP=-3.37, Synergy_Bliss=-2.00, Synergy_Loewe=-7.17, Synergy_HSA=0.538.